From a dataset of Experimentally validated miRNA-target interactions with 360,000+ pairs, plus equal number of negative samples. Binary Classification. Given a miRNA mature sequence and a target amino acid sequence, predict their likelihood of interaction. (1) The miRNA is rno-miR-141-3p with sequence UAACACUGUCUGGUAAAGAUGG. The protein sequence of the target gene is MEGAEPRARPERLAEAEAPATDGVRLVEVQLSGGAPWGFTLKGGREHGEPLVITKIEEGSKAAAVDKLLAGDEIVAINDVSLSGFRQEAICLVKGSHKTLKLVVKRKSDPSWRPHSWHATKYFDVHPEPAASLFLNTSGSPSWKSQHQASSSSHDLSGSWEHTSLQRTSDHFSSMGSIDSLDHSSQLYPSGHLSSAKSNSSIDHLGGHSKRDSAYGSFSTCSSTPDHTLPKADASSTENILYKVGLWEASRPGSSRQSQSTGDPQGLQDRPSCFIPRVPGNSSKSPRPEDNVEPKIATHG.... Result: 0 (no interaction). (2) The miRNA is hsa-miR-181b-2-3p with sequence CUCACUGAUCAAUGAAUGCA. The protein sequence of the target gene is MKKKQQHPGGGADPWPHGAPMGGAPPGLGSWKRRVPLLPFLRFSLRDYGFCMATLLVFCLGSLLYQLSGGPPRFLLDLRQYLGNSTYLDDHGPPPSKVLPFPSQVVYNRVGKCGSRTVVLLLRILSEKHGFNLVTSDIHNKTRLTKNEQMELIKNISTAEQPYLFTRHVHFLNFSRFGGDQPVYINIIRDPVNRFLSNYFFRRFGDWRGEQNHMIRTPSMRQEERYLDINECILENYPECSNPRLFYIIPYFCGQHPRCREPGEWALERAKLNVNENFLLVGILEELEDVLLLLERFLPH.... Result: 0 (no interaction).